Dataset: Catalyst prediction with 721,799 reactions and 888 catalyst types from USPTO. Task: Predict which catalyst facilitates the given reaction. (1) Reactant: C(O)(C(F)(F)F)=O.[O:8]=[C:9]1[C:17]2[C:12](=[CH:13][CH:14]=[CH:15][CH:16]=2)[C:11](=[O:18])[N:10]1[CH2:19][CH2:20][CH2:21][CH2:22][CH2:23][C:24]1[CH:25]=[C:26]([NH:30][C:31]([C:33]2[CH:34]=[CH:35][C:36]3[CH:42]=[C:41]([C:43](=[O:51])[N:44]([CH2:48][CH2:49][CH3:50])[CH2:45][CH2:46][CH3:47])[CH2:40][C:39]([NH:52]C(=O)OC(C)(C)C)=[N:38][C:37]=3[CH:60]=2)=[O:32])[CH:27]=[CH:28][CH:29]=1. Product: [NH2:52][C:39]1[CH2:40][C:41]([C:43]([N:44]([CH2:48][CH2:49][CH3:50])[CH2:45][CH2:46][CH3:47])=[O:51])=[CH:42][C:36]2[CH:35]=[CH:34][C:33]([C:31]([NH:30][C:26]3[CH:27]=[CH:28][CH:29]=[C:24]([CH2:23][CH2:22][CH2:21][CH2:20][CH2:19][N:10]4[C:9](=[O:8])[C:17]5[C:12](=[CH:13][CH:14]=[CH:15][CH:16]=5)[C:11]4=[O:18])[CH:25]=3)=[O:32])=[CH:60][C:37]=2[N:38]=1. The catalyst class is: 2. (2) Reactant: [CH3:1][C:2]1([CH3:11])[CH2:7][CH:6]([CH:8]=O)[C:5](=[O:10])[CH2:4][CH2:3]1.C(Cl)(=O)C([Cl:15])=O.[OH-].[Na+]. Product: [Cl:15][CH:8]=[C:6]1[CH2:7][C:2]([CH3:11])([CH3:1])[CH2:3][CH2:4][C:5]1=[O:10]. The catalyst class is: 22. (3) Reactant: [C:1]([NH:9]/[C:10](=[CH:15]\[C:16]1[CH:21]=[CH:20][C:19]([O:22]C2C=CC=CC=2C)=[CH:18][CH:17]=1)/[C:11]([O:13]C)=[O:12])(=[O:8])[C:2]1[CH:7]=[CH:6][CH:5]=[CH:4][CH:3]=1.[Li+].[OH-]. Product: [C:1]([NH:9]/[C:10](=[CH:15]\[C:16]1[O:22][C:19]([C:18]2[CH:17]=[CH:4][CH:3]=[CH:2][C:7]=2[CH3:6])=[CH:20][CH:21]=1)/[C:11]([OH:13])=[O:12])(=[O:8])[C:2]1[CH:3]=[CH:4][CH:5]=[CH:6][CH:7]=1. The catalyst class is: 12. (4) Reactant: [CH3:1][O:2][C:3]1[CH:4]=[C:5]2[C:9](=[CH:10][CH:11]=1)[NH:8][C:7]([C:12]([OH:14])=O)=[CH:6]2.[CH3:15][C@H:16]1[CH2:21][CH2:20][CH2:19][NH:18][CH2:17]1.Cl.C(N=C=NCCCN(C)C)C.O. Product: [CH3:1][O:2][C:3]1[CH:4]=[C:5]2[C:9](=[CH:10][CH:11]=1)[NH:8][C:7]([C:12]([N:18]1[CH2:19][CH2:20][CH2:21][C@H:16]([CH3:15])[CH2:17]1)=[O:14])=[CH:6]2. The catalyst class is: 9. (5) Product: [C:1]1([C:3](=[CH:5][CH:6]=[CH:7][CH:8]=1)[O-:4])[O-:2].[Ti+4:13].[C:1]1([C:3](=[CH:5][CH:6]=[CH:7][CH:8]=1)[O-:4])[O-:2]. The catalyst class is: 11. Reactant: [C:1]1([C:3](=[CH:5][CH:6]=[CH:7][CH:8]=1)[OH:4])[OH:2].CC(C)[O-].[Ti+4:13].CC(C)[O-].CC(C)[O-].CC(C)[O-]. (6) Reactant: Cl[C:2]1[CH:16]=[CH:15][C:14](/[CH:17]=[CH:18]/[CH2:19]O)=[CH:13][C:3]=1[O:4][CH2:5][C:6]([O:8]C(C)(C)C)=[O:7].C([N:23]([CH2:26][CH3:27])[CH2:24][CH3:25])C.CS([Cl:32])(=O)=O.[C:33](O)(=O)[CH2:34][C:35]([CH2:40][C:41](O)=O)([C:37]([OH:39])=O)O.[Br-].[Li+].C[C:49]([CH3:52])([O-])C.[K+].[OH-].[Na+]. Product: [Cl:32][C:15]1[CH:16]=[CH:2][C:3]([O:4][CH2:5][C:6]([OH:8])=[O:7])=[CH:13][C:14]=1/[CH:17]=[CH:18]/[CH2:19][N:23]1[CH:24]=[CH:25][CH:27]=[C:26]1[C:37](=[O:39])[C:35]1[CH:34]=[CH:33][C:49]([CH3:52])=[CH:41][CH:40]=1. The catalyst class is: 193. (7) Reactant: [CH3:1][C:2]([C:6]1[CH:11]=[CH:10][CH:9]=[CH:8][C:7]=1[CH3:12])([CH3:5])[CH:3]=O.[C-:13]#[N:14].[K+].Cl.[CH3:17][NH2:18]. Product: [CH3:1][C:2]([C:6]1[CH:11]=[CH:10][CH:9]=[CH:8][C:7]=1[CH3:12])([CH3:5])[CH:3]([NH:18][CH3:17])[C:13]#[N:14]. The catalyst class is: 24.